This data is from Full USPTO retrosynthesis dataset with 1.9M reactions from patents (1976-2016). The task is: Predict the reactants needed to synthesize the given product. Given the product [C:6]1([C@H:12]([NH:14][S:2]([CH:1]=[CH:13][C:12]2[C:6]3[CH2:11][CH2:10][CH2:9][CH2:8][C:7]=3[N:14]([CH2:12][C:6]3[CH:11]=[CH:10][CH:9]=[CH:8][CH:7]=3)[N:14]=2)(=[O:4])=[O:3])[CH3:13])[CH:11]=[CH:10][CH:9]=[CH:8][CH:7]=1, predict the reactants needed to synthesize it. The reactants are: [CH3:1][S:2](Cl)(=[O:4])=[O:3].[C:6]1([C@H:12]([NH2:14])[CH3:13])[CH:11]=[CH:10][CH:9]=[CH:8][CH:7]=1.